This data is from Full USPTO retrosynthesis dataset with 1.9M reactions from patents (1976-2016). The task is: Predict the reactants needed to synthesize the given product. (1) Given the product [OH:35][CH2:34][CH:33]([S:32][C:29]1[CH:28]=[CH:27][C:26]([N:23]2[CH:24]=[CH:25][C:21]([CH:19]([C:17]3[CH:16]=[CH:15][C:5]4[N:6]([CH2:7][O:8][CH2:9][CH2:10][Si:11]([CH3:12])([CH3:14])[CH3:13])[C:2](=[O:1])[S:3][C:4]=4[CH:18]=3)[CH3:20])=[N:22]2)=[N:31][CH:30]=1)[CH3:39], predict the reactants needed to synthesize it. The reactants are: [O:1]=[C:2]1[N:6]([CH2:7][O:8][CH2:9][CH2:10][Si:11]([CH3:14])([CH3:13])[CH3:12])[C:5]2[CH:15]=[CH:16][C:17]([CH:19]([C:21]3[CH:25]=[CH:24][N:23]([C:26]4[N:31]=[CH:30][C:29]([S:32][CH:33]([CH3:39])[C:34](OCC)=[O:35])=[CH:28][CH:27]=4)[N:22]=3)[CH3:20])=[CH:18][C:4]=2[S:3]1.[H-].C([Al+]CC(C)C)C(C)C. (2) Given the product [Br:1][C:2]1[CH:11]=[CH:10][C:9]2[N:8]=[CH:7][C:6]3[N:12]([S:41]([C:37]4[CH:36]=[C:35]([CH3:34])[CH:40]=[CH:39][CH:38]=4)(=[O:43])=[O:42])[C:13](=[O:26])[N:14]([C:15]4[CH:20]=[CH:19][C:18]([C:21]([CH3:24])([CH3:25])[C:22]#[N:23])=[CH:17][CH:16]=4)[C:5]=3[C:4]=2[CH:3]=1, predict the reactants needed to synthesize it. The reactants are: [Br:1][C:2]1[CH:11]=[CH:10][C:9]2[N:8]=[CH:7][C:6]3[NH:12][C:13](=[O:26])[N:14]([C:15]4[CH:20]=[CH:19][C:18]([C:21]([CH3:25])([CH3:24])[C:22]#[N:23])=[CH:17][CH:16]=4)[C:5]=3[C:4]=2[CH:3]=1.C(N(CC)CC)C.[CH3:34][C:35]1[CH:36]=[C:37]([S:41](Cl)(=[O:43])=[O:42])[CH:38]=[CH:39][CH:40]=1.O. (3) The reactants are: Cl[CH2:2][CH2:3][CH2:4][CH2:5][CH2:6][S:7][C:8]1[CH:13]=[CH:12][CH:11]=[CH:10][CH:9]=1.[NH:14]1[CH2:19][CH2:18][CH:17]([C:20]2[CH:21]=[C:22]([NH:26][C:27](=[O:30])[CH2:28][CH3:29])[CH:23]=[CH:24][CH:25]=2)[CH2:16][CH2:15]1. Given the product [C:8]1([S:7][CH2:6][CH2:5][CH2:4][CH2:3][CH2:2][N:14]2[CH2:19][CH2:18][CH:17]([C:20]3[CH:21]=[C:22]([NH:26][C:27](=[O:30])[CH2:28][CH3:29])[CH:23]=[CH:24][CH:25]=3)[CH2:16][CH2:15]2)[CH:13]=[CH:12][CH:11]=[CH:10][CH:9]=1, predict the reactants needed to synthesize it. (4) Given the product [F:12][C:13]1[CH:19]=[CH:18][C:16]([NH:17][C:5]2[N:6]=[CH:7][CH:8]=[CH:9][C:4]=2[C:3]([O:2][CH3:1])=[O:11])=[CH:15][CH:14]=1, predict the reactants needed to synthesize it. The reactants are: [CH3:1][O:2][C:3](=[O:11])[C:4]1[CH:9]=[CH:8][CH:7]=[N:6][C:5]=1F.[F:12][C:13]1[CH:19]=[CH:18][C:16]([NH2:17])=[CH:15][CH:14]=1. (5) The reactants are: [CH2:1]([N:3]1[C:12]2[CH:11]=[CH:10][C:9]([CH:13]([CH3:15])[CH3:14])=[CH:8][C:7]=2[C:6](=[O:16])[C:5]2[C:17](=O)[C:18]3[C:23]([C:4]1=2)=[CH:22][CH:21]=[CH:20][CH:19]=3)[CH3:2].Cl.[NH2:26][OH:27]. Given the product [CH2:1]([N:3]1[C:12]2[CH:11]=[CH:10][C:9]([CH:13]([CH3:15])[CH3:14])=[CH:8][C:7]=2[C:6](=[O:16])[C:5]2[C:17](=[N:26][OH:27])[C:18]3[C:23]([C:4]1=2)=[CH:22][CH:21]=[CH:20][CH:19]=3)[CH3:2], predict the reactants needed to synthesize it. (6) Given the product [CH3:8][O:7][C:5](=[O:6])[C@@H:4]([C:12]1[C:13]2[C:18](=[CH:17][CH:16]=[CH:15][CH:14]=2)[N:10]([CH3:9])[CH:11]=1)[CH2:3][CH:2]=[O:1], predict the reactants needed to synthesize it. The reactants are: [O:1]=[CH:2][CH:3]=[CH:4][C:5]([O:7][CH3:8])=[O:6].[CH3:9][N:10]1[C:18]2[C:13](=[CH:14][CH:15]=[CH:16][CH:17]=2)[CH:12]=[CH:11]1.C(O)(C(F)(F)F)=O.C([C@@H]1N[C@H](C(C)(C)C)N(C)C1=O)C1C=CC=CC=1. (7) Given the product [CH3:97][O:99][C:27]1[C:32]([O:33][C:34]2[CH:35]=[C:36]([NH:40][C:57](=[O:60])[CH:96]=[CH2:91])[CH:37]=[CH:38][CH:39]=2)=[N:31][C:30]([NH:12][C:9]2[CH:10]=[CH:11][C:6]([N:5]([CH2:4][CH2:3][O:2][CH3:1])[CH2:13][CH2:14][CH3:15])=[CH:7][CH:8]=2)=[N:29][CH:28]=1, predict the reactants needed to synthesize it. The reactants are: [CH3:1][O:2][CH2:3][CH2:4][N:5]([CH2:13][CH2:14][CH3:15])[C:6]1[CH:11]=[CH:10][C:9]([NH2:12])=[CH:8][CH:7]=1.C(OCN1[C:28]2[N:29]=[C:30](NC3C=C(F)C(OCCOC)=C(F)C=3)[N:31]=[C:32]([O:33][C:34]3[CH:39]=[CH:38][CH:37]=[C:36]([N+:40]([O-])=O)[CH:35]=3)[C:27]=2C=C1)(=O)C(C)(C)C.[C:57]([O-:60])([O-])=O.[K+].[K+].C1(P([CH:91]2[CH2:96]CCCC2)C2C=CC=CC=2C2C(C(C)C)=CC(C(C)C)=CC=2C(C)C)CCCCC1.[CH2:97]([OH:99])C. (8) Given the product [CH2:11]([O:3][CH2:2][C:1]([O:5][CH3:6])=[O:4])[CH:10]=[CH2:9], predict the reactants needed to synthesize it. The reactants are: [C:1]([O:5][CH3:6])(=[O:4])[CH2:2][OH:3].[H-].[Na+].[CH2:9](Br)[CH:10]=[CH2:11].[NH4+].[Cl-]. (9) Given the product [F:20][C:4]1[C:5]([NH:12][C:13]2[CH:18]=[CH:17][CH:16]=[CH:15][C:14]=2[Cl:19])=[C:6]([CH:11]=[C:2]([S:82][CH2:81][C:78]2[CH:79]=[CH:80][C:75]([O:74][CH3:73])=[CH:76][CH:77]=2)[C:3]=1[F:21])[C:7]([O:9][CH3:10])=[O:8], predict the reactants needed to synthesize it. The reactants are: Br[C:2]1[C:3]([F:21])=[C:4]([F:20])[C:5]([NH:12][C:13]2[CH:18]=[CH:17][CH:16]=[CH:15][C:14]=2[Cl:19])=[C:6]([CH:11]=1)[C:7]([O:9][CH3:10])=[O:8].C(N(CC)C(C)C)(C)C.CC1(C)C2C(=C(P(C3C=CC=CC=3)C3C=CC=CC=3)C=CC=2)OC2C(P(C3C=CC=CC=3)C3C=CC=CC=3)=CC=CC1=2.[CH3:73][O:74][C:75]1[CH:80]=[CH:79][C:78]([CH2:81][SH:82])=[CH:77][CH:76]=1.